Dataset: Catalyst prediction with 721,799 reactions and 888 catalyst types from USPTO. Task: Predict which catalyst facilitates the given reaction. (1) Reactant: C([O:3][C:4]([CH:6]1[CH2:11][CH2:10][N:9]([C:12]2[CH:17]=[CH:16][C:15]([N+:18]([O-:20])=[O:19])=[C:14]([NH:21][CH2:22][C:23]3[CH:28]=[CH:27][CH:26]=[CH:25][CH:24]=3)[CH:13]=2)[CH2:8][CH2:7]1)=[O:5])C.[OH-].[Li+]. Product: [CH2:22]([NH:21][C:14]1[CH:13]=[C:12]([N:9]2[CH2:8][CH2:7][CH:6]([C:4]([OH:5])=[O:3])[CH2:11][CH2:10]2)[CH:17]=[CH:16][C:15]=1[N+:18]([O-:20])=[O:19])[C:23]1[CH:24]=[CH:25][CH:26]=[CH:27][CH:28]=1. The catalyst class is: 20. (2) Reactant: [S:1]1[CH:5]=[CH:4][C:3]2[CH:6]=[C:7]([CH2:10][S:11]([NH:14][C@H:15]([C:19]3[CH:24]=[CH:23][CH:22]=[CH:21][CH:20]=3)[C:16](O)=[O:17])(=[O:13])=[O:12])[CH:8]=[CH:9][C:2]1=2.[Si]([O:32][NH2:33])(C(C)(C)C)(C)C.C(OCC)(=O)C.C(=O)([O-])O.[Na+]. Product: [S:1]1[CH:5]=[CH:4][C:3]2[CH:6]=[C:7]([CH2:10][S:11]([NH:14][C@H:15]([C:19]3[CH:24]=[CH:23][CH:22]=[CH:21][CH:20]=3)[C:16]([NH:33][OH:32])=[O:17])(=[O:13])=[O:12])[CH:8]=[CH:9][C:2]1=2. The catalyst class is: 4. (3) Reactant: [CH3:1][O:2][C:3]([CH3:8])([CH3:7])[CH2:4][CH2:5][OH:6].[C:9](Cl)(=[O:12])[CH2:10][CH3:11].O. Product: [C:9]([O:6][CH2:5][CH2:4][C:3]([O:2][CH3:1])([CH3:8])[CH3:7])(=[O:12])[CH2:10][CH3:11]. The catalyst class is: 1. (4) Reactant: [C:1]([O:5][C:6](=[O:19])[CH2:7][O:8][C:9]1[CH:14]=[CH:13][C:12]([N+:15]([O-])=O)=[C:11]([F:18])[CH:10]=1)([CH3:4])([CH3:3])[CH3:2]. Product: [C:1]([O:5][C:6](=[O:19])[CH2:7][O:8][C:9]1[CH:14]=[CH:13][C:12]([NH2:15])=[C:11]([F:18])[CH:10]=1)([CH3:4])([CH3:2])[CH3:3]. The catalyst class is: 29. (5) Reactant: [Cl:1][C:2]1[CH:8]=[CH:7][C:5]([NH2:6])=[CH:4][C:3]=1[C:9]1[CH:14]=[CH:13][CH:12]=[CH:11][N:10]=1.[C:15]([C:17]1[CH:25]=[CH:24][C:20]([C:21]([OH:23])=O)=[CH:19][CH:18]=1)#[N:16].ClC1C=CC(NC(=O)C2C=CC(C#N)=CC=2)=CC=1C1C=CC=CN=1.CCN(C(C)C)C(C)C.Cl.[NH2:60][OH:61]. Product: [Cl:1][C:2]1[CH:8]=[CH:7][C:5]([NH:6][C:21](=[O:23])[C:20]2[CH:24]=[CH:25][C:17]([C:15](=[NH:16])[NH:60][OH:61])=[CH:18][CH:19]=2)=[CH:4][C:3]=1[C:9]1[CH:14]=[CH:13][CH:12]=[CH:11][N:10]=1. The catalyst class is: 14. (6) Reactant: [Br:1][C:2]1[N:7]=[C:6]([NH2:8])[C:5]([NH2:9])=[CH:4][CH:3]=1.[C:10](OCC)(=[O:16])[C:11](OCC)=[O:12]. Product: [Br:1][C:2]1[CH:3]=[CH:4][C:5]2[C:6]([N:7]=1)=[N:8][C:10]([OH:16])=[C:11]([OH:12])[N:9]=2. The catalyst class is: 28.